Dataset: Reaction yield outcomes from USPTO patents with 853,638 reactions. Task: Predict the reaction yield, written as a fraction of the theoretical maximum amount of product (1.0 means a 100% yield; for example, 0.34 means a 34% yield). (1) The reactants are [Li][CH2:2]CCC.[C:6]([O:10][C:11]([N:13]1[C:21]2[C:16](=[CH:17][C:18]([CH:22]=O)=[CH:19][CH:20]=2)[CH:15]=[CH:14]1)=[O:12])([CH3:9])([CH3:8])[CH3:7].[Cl-].[NH4+]. The catalyst is [Br-].C[P+](C1C=CC=CC=1)(C1C=CC=CC=1)C1C=CC=CC=1.C1COCC1. The product is [C:6]([O:10][C:11]([N:13]1[C:21]2[C:16](=[CH:17][C:18]([CH:22]=[CH2:2])=[CH:19][CH:20]=2)[CH:15]=[CH:14]1)=[O:12])([CH3:9])([CH3:8])[CH3:7]. The yield is 1.00. (2) The reactants are CS(O[CH2:6][C:7]1[CH:12]=[CH:11][C:10]([NH:13][C:14]([O:16][C:17]([CH3:20])([CH3:19])[CH3:18])=[O:15])=[CH:9][N:8]=1)(=O)=O.[NH:21]1[CH2:26][CH2:25][O:24][CH2:23][CH2:22]1.C([O-])([O-])=O.[K+].[K+].O. The catalyst is C(#N)C. The product is [O:24]1[CH2:25][CH2:26][N:21]([CH2:6][C:7]2[N:8]=[CH:9][C:10]([NH:13][C:14](=[O:15])[O:16][C:17]([CH3:20])([CH3:19])[CH3:18])=[CH:11][CH:12]=2)[CH2:22][CH2:23]1. The yield is 0.710. (3) The reactants are [F:1][C:2]1[CH:7]=[CH:6][C:5]([F:8])=[CH:4][C:3]=1[C:9]1[C:13]2[CH:14]=[C:15]([C:18]([NH:20][NH2:21])=[O:19])[CH:16]=[CH:17][C:12]=2[O:11][CH:10]=1.[C:22]([O:25][C:26]([CH3:31])([CH3:30])[C:27](Cl)=[O:28])(=[O:24])[CH3:23]. No catalyst specified. The product is [C:22]([O:25][C:26]([CH3:31])([CH3:30])[C:27]([NH:21][NH:20][C:18]([C:15]1[CH:16]=[CH:17][C:12]2[O:11][CH:10]=[C:9]([C:3]3[CH:4]=[C:5]([F:8])[CH:6]=[CH:7][C:2]=3[F:1])[C:13]=2[CH:14]=1)=[O:19])=[O:28])(=[O:24])[CH3:23]. The yield is 0.850. (4) The reactants are [F:1][C:2]1[CH:3]=[C:4]([C:10]2[CH:11]=[C:12]3[C:17](=[CH:18][CH:19]=2)[N:16]=[CH:15][C:14]([C:20](=[O:24])[CH:21]([CH3:23])[CH3:22])=[C:13]3[NH:25][C@H:26]2[CH2:31][CH2:30][C@H:29]([NH:32]C(=O)OC(C)(C)C)[CH2:28][CH2:27]2)[CH:5]=[C:6]([F:9])[C:7]=1[OH:8].C(O)(C(F)(F)F)=O. No catalyst specified. The product is [NH2:32][C@H:29]1[CH2:30][CH2:31][C@H:26]([NH:25][C:13]2[C:12]3[C:17](=[CH:18][CH:19]=[C:10]([C:4]4[CH:3]=[C:2]([F:1])[C:7]([OH:8])=[C:6]([F:9])[CH:5]=4)[CH:11]=3)[N:16]=[CH:15][C:14]=2[C:20](=[O:24])[CH:21]([CH3:22])[CH3:23])[CH2:27][CH2:28]1. The yield is 0.360. (5) The reactants are [CH2:1]([S:4][C:5]1[N:9]([CH2:10][C:11]2[CH:16]=[CH:15][C:14]([C:17]3[CH:22]=[CH:21][CH:20]=[CH:19][C:18]=3[C:23]3[NH:27][N:26]=[N:25][N:24]=3)=[CH:13][CH:12]=2)[C:8]2[C:28]([C:32]([O:34]CC)=[O:33])=[CH:29][CH:30]=[CH:31][C:7]=2[N:6]=1)[CH2:2][CH3:3].[OH-].[Na+]. The catalyst is CO. The product is [CH2:1]([S:4][C:5]1[N:9]([CH2:10][C:11]2[CH:12]=[CH:13][C:14]([C:17]3[CH:22]=[CH:21][CH:20]=[CH:19][C:18]=3[C:23]3[NH:27][N:26]=[N:25][N:24]=3)=[CH:15][CH:16]=2)[C:8]2[C:28]([C:32]([OH:34])=[O:33])=[CH:29][CH:30]=[CH:31][C:7]=2[N:6]=1)[CH2:2][CH3:3]. The yield is 0.910.